This data is from Forward reaction prediction with 1.9M reactions from USPTO patents (1976-2016). The task is: Predict the product of the given reaction. (1) Given the reactants S(=O)(=O)(O)O.[N+:6]([O-:9])(O)=[O:7].[N:10]1[CH:15]=[CH:14][CH:13]=[C:12]([N:16]2[CH:20]=[CH:19][NH:18][CH2:17]2)[CH:11]=1.C([O-])(O)=O.[Na+], predict the reaction product. The product is: [N+:6]([CH:17]1[N:16]([C:12]2[CH:11]=[N:10][CH:15]=[CH:14][CH:13]=2)[CH:20]=[CH:19][NH:18]1)([O-:9])=[O:7]. (2) Given the reactants [F:1][C:2]1[CH:3]=[CH:4][C:5]([O:34]C)=[C:6]([C:8]([CH3:33])([CH3:32])[CH2:9][C:10]([C:28]([F:31])([F:30])[F:29])([OH:27])[CH2:11][NH:12][C:13]2[CH:22]=[CH:21][CH:20]=[C:19]3[C:14]=2[CH:15]=[CH:16][C:17]([C:23]([F:26])([F:25])[F:24])=[N:18]3)[CH:7]=1.B(Br)(Br)Br.CO, predict the reaction product. The product is: [F:1][C:2]1[CH:3]=[CH:4][C:5]([OH:34])=[C:6]([C:8]([CH3:32])([CH3:33])[CH2:9][C:10]([C:28]([F:29])([F:30])[F:31])([OH:27])[CH2:11][NH:12][C:13]2[CH:22]=[CH:21][CH:20]=[C:19]3[C:14]=2[CH:15]=[CH:16][C:17]([C:23]([F:26])([F:24])[F:25])=[N:18]3)[CH:7]=1. (3) Given the reactants [F:1][CH:2]([F:11])[C@@H:3]1[CH2:6][CH2:5][C@H:4]1[C:7]([O:9]C)=[O:8].[OH-].[Na+], predict the reaction product. The product is: [F:1][CH:2]([F:11])[C@@H:3]1[CH2:6][CH2:5][C@H:4]1[C:7]([OH:9])=[O:8]. (4) Given the reactants [C:1]([O:5][C:6]1[CH:11]=[CH:10][CH:9]=[C:8]([CH:12]=[CH2:13])[N:7]=1)([CH3:4])([CH3:3])[CH3:2].Cl.[F:15][C:16]1[CH:30]=[CH:29][CH:28]=[CH:27][C:17]=1[O:18][CH2:19][C:20]1([OH:26])[CH2:25][CH2:24][NH:23][CH2:22][CH2:21]1.O.C(OCC)(=O)C, predict the reaction product. The product is: [C:1]([O:5][C:6]1[N:7]=[C:8]([CH2:12][CH2:13][N:23]2[CH2:24][CH2:25][C:20]([CH2:19][O:18][C:17]3[CH:27]=[CH:28][CH:29]=[CH:30][C:16]=3[F:15])([OH:26])[CH2:21][CH2:22]2)[CH:9]=[CH:10][CH:11]=1)([CH3:4])([CH3:3])[CH3:2].